This data is from Full USPTO retrosynthesis dataset with 1.9M reactions from patents (1976-2016). The task is: Predict the reactants needed to synthesize the given product. (1) Given the product [Cl:1][C:2]1[CH:3]=[C:4]([C:12]2[O:16][N:15]=[C:14]([C:17]3[CH:22]=[CH:21][C:20]([O:23][CH2:48][CH2:47][CH2:46][N:45]([CH3:50])[CH3:44])=[CH:19][C:18]=3[CH3:24])[N:13]=2)[CH:5]=[CH:6][C:7]=1[O:8][CH:9]([CH3:10])[CH3:11], predict the reactants needed to synthesize it. The reactants are: [Cl:1][C:2]1[CH:3]=[C:4]([C:12]2[O:16][N:15]=[C:14]([C:17]3[CH:22]=[CH:21][C:20]([OH:23])=[CH:19][C:18]=3[CH3:24])[N:13]=2)[CH:5]=[CH:6][C:7]=1[O:8][CH:9]([CH3:11])[CH3:10].C1C=CC(P(C2C=CC=CC=2)C2C=CC=CC=2)=CC=1.[CH3:44][N:45]([CH3:50])[CH2:46][CH2:47][CH2:48]O.CC(OC(/N=N/C(OC(C)C)=O)=O)C. (2) Given the product [C:16]([CH2:15][N:1]1[CH2:6][CH2:5][CH:4]([C:7]([O:9][C:10]([CH3:13])([CH3:12])[CH3:11])=[O:8])[CH2:3][CH2:2]1)#[N:17], predict the reactants needed to synthesize it. The reactants are: [NH:1]1[CH2:6][CH2:5][CH:4]([C:7]([O:9][C:10]([CH3:13])([CH3:12])[CH3:11])=[O:8])[CH2:3][CH2:2]1.Cl[CH2:15][C:16]#[N:17].C(=O)([O-])[O-].[K+].[K+]. (3) Given the product [C:23]([O:22][C:20]([N:27]1[CH2:32][CH2:31][CH2:30][CH2:29][C@@H:28]1[C:33](=[O:34])[NH:18][C:16]1[CH:17]=[C:12]([C:9]2[CH:10]=[CH:11][C:6]([C:4]([O:3][CH2:1][CH3:2])=[O:5])=[CH:7][CH:8]=2)[C:13]([Cl:19])=[CH:14][CH:15]=1)=[O:21])([CH3:26])([CH3:25])[CH3:24], predict the reactants needed to synthesize it. The reactants are: [CH2:1]([O:3][C:4]([C:6]1[CH:11]=[CH:10][C:9]([C:12]2[CH:17]=[C:16]([NH2:18])[CH:15]=[CH:14][C:13]=2[Cl:19])=[CH:8][CH:7]=1)=[O:5])[CH3:2].[C:20]([N:27]1[CH2:32][CH2:31][CH2:30][CH2:29][C@@H:28]1[C:33](O)=[O:34])([O:22][C:23]([CH3:26])([CH3:25])[CH3:24])=[O:21].CN(C(ON1N=NC2C=CC=CC1=2)=[N+](C)C)C.F[P-](F)(F)(F)(F)F.CN1CCOCC1.